From a dataset of Forward reaction prediction with 1.9M reactions from USPTO patents (1976-2016). Predict the product of the given reaction. (1) Given the reactants [Cl:1][C:2]1[N:3]=[C:4](Cl)[C:5]2[CH:10]=[CH:9][N:8]([S:11]([C:14]3[CH:19]=[CH:18][C:17]([CH3:20])=[CH:16][CH:15]=3)(=[O:13])=[O:12])[C:6]=2[N:7]=1.[NH2:22][C:23]1[CH:31]=[CH:30][CH:29]=[C:28]([CH3:32])[C:24]=1[C:25]([NH2:27])=[O:26], predict the reaction product. The product is: [Cl:1][C:2]1[N:3]=[C:4]([NH:22][C:23]2[CH:31]=[CH:30][CH:29]=[C:28]([CH3:32])[C:24]=2[C:25]([NH2:27])=[O:26])[C:5]2[CH:10]=[CH:9][N:8]([S:11]([C:14]3[CH:19]=[CH:18][C:17]([CH3:20])=[CH:16][CH:15]=3)(=[O:13])=[O:12])[C:6]=2[N:7]=1. (2) Given the reactants [N+:1]([CH:4]([CH2:13][CH3:14])[CH:5]([C:7]1[CH:8]=[N:9][CH:10]=[CH:11][CH:12]=1)[OH:6])([O-])=O, predict the reaction product. The product is: [NH2:1][CH:4]([CH2:13][CH3:14])[CH:5]([C:7]1[CH:8]=[N:9][CH:10]=[CH:11][CH:12]=1)[OH:6]. (3) The product is: [Br:1][C:2]1[CH:10]=[C:9]2[C:5]([CH2:6][CH2:7][C:8]2=[O:11])=[C:4]([N+:12]([O-:14])=[O:13])[C:3]=1[NH2:15]. Given the reactants [Br:1][C:2]1[CH:10]=[C:9]2[C:5]([CH2:6][CH2:7][C:8]2=[O:11])=[C:4]([N+:12]([O-:14])=[O:13])[C:3]=1[NH:15]C(=O)C.O, predict the reaction product. (4) Given the reactants Br[C:2]1[CH:15]=[CH:14][C:5]([O:6][CH2:7][CH2:8][N:9]([CH2:12][CH3:13])[CH2:10][CH3:11])=[CH:4][CH:3]=1.[CH3:16][C:17]1([CH3:38])[C:21]([CH3:23])([CH3:22])[O:20][B:19](C2C=CC(OC3C=CC=CC=3)=CC=2C)[O:18]1, predict the reaction product. The product is: [CH2:10]([N:9]([CH2:12][CH3:13])[CH2:8][CH2:7][O:6][C:5]1[CH:14]=[CH:15][C:2]([B:19]2[O:20][C:21]([CH3:23])([CH3:22])[C:17]([CH3:38])([CH3:16])[O:18]2)=[CH:3][CH:4]=1)[CH3:11]. (5) Given the reactants [O:1]1[CH2:6][CH2:5][CH2:4][CH:3]([NH:7][NH:8]C(OC(C)(C)C)=O)[CH2:2]1.C(OCC)(=O)C.[ClH:22], predict the reaction product. The product is: [ClH:22].[ClH:22].[O:1]1[CH2:6][CH2:5][CH2:4][CH:3]([NH:7][NH2:8])[CH2:2]1.